From a dataset of Full USPTO retrosynthesis dataset with 1.9M reactions from patents (1976-2016). Predict the reactants needed to synthesize the given product. (1) Given the product [Br:1][C:2]1[CH:3]=[C:4]([N+:19]([O-:21])=[O:20])[C:5]([C:8]2[CH:17]=[CH:16][CH:11]=[C:10]([S:23]([CH3:22])(=[O:25])=[O:24])[CH:9]=2)=[N:6][CH:7]=1, predict the reactants needed to synthesize it. The reactants are: [Br:1][C:2]1[CH:3]=[C:4]([N+:19]([O-:21])=[O:20])[C:5]([C:8]2[CH:17]=[CH:16][C:11](C(OC)=O)=[CH:10][C:9]=2F)=[N:6][CH:7]=1.[CH3:22][S:23](C1C=C(B(O)O)C=CC=1)(=[O:25])=[O:24].BrC1C([N+]([O-])=O)=CC(Br)=CN=1. (2) Given the product [CH3:3][N:2]([N:4]=[N:5][C:6]1[C:10]2[CH2:11][CH2:12][CH2:13][CH2:14][C:9]=2[Se:8][C:7]=1[C:15]([OH:17])=[O:16])[CH3:1], predict the reactants needed to synthesize it. The reactants are: [CH3:1][N:2]([N:4]=[N:5][C:6]1[C:10]2[CH2:11][CH2:12][CH2:13][CH2:14][C:9]=2[Se:8][C:7]=1[C:15]([O:17]C)=[O:16])[CH3:3].[OH-].[Na+]. (3) Given the product [F:1][C:2]1[CH:7]=[CH:6][C:5]([CH:8]([C:12]2[CH:17]=[CH:16][C:15]([F:18])=[CH:14][CH:13]=2)[CH2:9][CH2:10][NH:22][CH:19]2[CH2:21][CH2:20]2)=[CH:4][CH:3]=1, predict the reactants needed to synthesize it. The reactants are: [F:1][C:2]1[CH:7]=[CH:6][C:5]([CH:8]([C:12]2[CH:17]=[CH:16][C:15]([F:18])=[CH:14][CH:13]=2)[CH2:9][CH:10]=O)=[CH:4][CH:3]=1.[CH:19]1([NH2:22])[CH2:21][CH2:20]1.[BH4-].[Na+]. (4) Given the product [Cl:1][C:2]1[C:7]([C:8]#[N:9])=[C:6]([F:10])[CH:5]=[CH:4][C:3]=1[CH:11]1[O:27][CH2:26][C@H:14]2[CH2:15][N:16]([C:19]([O:21][C:22]([CH3:24])([CH3:25])[CH3:23])=[O:20])[CH2:17][CH2:18][N:13]2[CH2:12]1, predict the reactants needed to synthesize it. The reactants are: [Cl:1][C:2]1[C:7]([C:8]#[N:9])=[C:6]([F:10])[CH:5]=[CH:4][C:3]=1[CH:11](O)[CH2:12][N:13]1[CH2:18][CH2:17][N:16]([C:19]([O:21][C:22]([CH3:25])([CH3:24])[CH3:23])=[O:20])[CH2:15][C@@H:14]1[CH2:26][OH:27].C(C=P(CCCC)(CCCC)CCCC)#N. (5) Given the product [Cl:1][C:2]1[CH:9]=[C:8]([C:10]2[CH:11]=[N:12][CH:13]=[C:14]([F:18])[C:15]=2[CH2:16][OH:17])[CH:7]=[CH:6][C:3]=1[C:4]#[N:5], predict the reactants needed to synthesize it. The reactants are: [Cl:1][C:2]1[CH:9]=[C:8]([C:10]2[CH:11]=[N:12][CH:13]=[C:14]([F:18])[C:15]=2[CH:16]=[O:17])[CH:7]=[CH:6][C:3]=1[C:4]#[N:5].[BH4-].[Na+].C(Cl)Cl.